Dataset: Catalyst prediction with 721,799 reactions and 888 catalyst types from USPTO. Task: Predict which catalyst facilitates the given reaction. Reactant: [CH:1]1([NH:6][C:7]2[C:16]3[C:11](=[CH:12][CH:13]=[C:14]([OH:17])[CH:15]=3)[N:10]=[C:9]([C:18]#[N:19])[N:8]=2)[CH2:5][CH2:4][CH2:3][CH2:2]1.Cl.Cl.Cl[CH2:23][CH2:24][N:25]1[CH2:30][CH2:29][N:28]([CH3:31])[CH2:27][CH2:26]1.C(=O)([O-])[O-].[Cs+].[Cs+]. Product: [CH:1]1([NH:6][C:7]2[C:16]3[C:11](=[CH:12][CH:13]=[C:14]([O:17][CH2:23][CH2:24][N:25]4[CH2:30][CH2:29][N:28]([CH3:31])[CH2:27][CH2:26]4)[CH:15]=3)[N:10]=[C:9]([C:18]#[N:19])[N:8]=2)[CH2:2][CH2:3][CH2:4][CH2:5]1. The catalyst class is: 3.